This data is from Full USPTO retrosynthesis dataset with 1.9M reactions from patents (1976-2016). The task is: Predict the reactants needed to synthesize the given product. (1) Given the product [C:5]([O:27][C:24]([N:3]1[CH2:33][CH:32]=[C:10]([C:2]2[CH:10]=[CH:9][C:5]([C:6](=[O:7])[NH2:8])=[C:4]([C:11]3[CH:16]=[CH:15][C:14]([O:17][C:18]4[CH:23]=[CH:22][CH:21]=[CH:20][CH:19]=4)=[CH:13][CH:12]=3)[N:3]=2)[CH2:2]1)=[O:25])([CH3:9])([CH3:6])[CH3:4], predict the reactants needed to synthesize it. The reactants are: Cl[C:2]1[CH:10]=[CH:9][C:5]([C:6]([NH2:8])=[O:7])=[C:4]([C:11]2[CH:16]=[CH:15][C:14]([O:17][C:18]3[CH:23]=[CH:22][CH:21]=[CH:20][CH:19]=3)=[CH:13][CH:12]=2)[N:3]=1.[C:24]([O-:27])([O-])=[O:25].[K+].[K+].CO[CH2:32][CH2:33]OC. (2) Given the product [O:42]=[C:19]1[CH2:18][CH2:17][CH2:16][N:8]([C:9]([O:10][C:11]([CH3:12])([CH3:13])[CH3:14])=[O:15])[C:7]2[CH:6]=[CH:5][CH:4]=[N:3][C:2]1=2, predict the reactants needed to synthesize it. The reactants are: Br[C:2]1[C:7]([N:8]([CH2:16][CH2:17][CH2:18][CH:19]=C)[C:9](=[O:15])[O:10][C:11]([CH3:14])([CH3:13])[CH3:12])=[CH:6][CH:5]=[CH:4][N:3]=1.C1C=CC(P(C2C=CC=CC=2)C2C=CC=CC=2)=CC=1.CC([O-])=[O:42].[K+]. (3) Given the product [CH2:37]([O:25][C:10]1[C:9]2[C:8](=[O:26])[N:7]([CH2:6][C:5]3[CH:4]=[CH:3][C:2]([F:1])=[CH:28][CH:27]=3)[C:19](=[O:20])[C:18]=2[C:17]([O:21][CH2:22][O:23][CH3:24])=[C:16]2[C:11]=1[CH:12]=[CH:13][CH:14]=[N:15]2)[CH:36]=[CH2:35], predict the reactants needed to synthesize it. The reactants are: [F:1][C:2]1[CH:28]=[CH:27][C:5]([CH2:6][N:7]2[C:19](=[O:20])[C:18]3[C:17]([O:21][CH2:22][O:23][CH3:24])=[C:16]4[C:11]([CH:12]=[CH:13][CH:14]=[N:15]4)=[C:10]([OH:25])[C:9]=3[C:8]2=[O:26])=[CH:4][CH:3]=1.C([O-])([O-])=O.[K+].[K+].[CH2:35](Br)[CH:36]=[CH2:37].